This data is from Reaction yield outcomes from USPTO patents with 853,638 reactions. The task is: Predict the reaction yield, written as a fraction of the theoretical maximum amount of product (1.0 means a 100% yield; for example, 0.34 means a 34% yield). (1) The reactants are [OH:1][C:2]1[CH:7]=[CH:6][C:5]([C:8](=O)[CH3:9])=[CH:4][C:3]=1[O:11][CH3:12].Cl.[N+:14]([C:17]1[CH:25]=[CH:24][C:20]([CH2:21][O:22][NH2:23])=[CH:19][CH:18]=1)([O-:16])=[O:15]. No catalyst specified. The product is [N+:14]([C:17]1[CH:18]=[CH:19][C:20]([CH2:21][O:22]/[N:23]=[C:8](/[C:5]2[CH:6]=[CH:7][C:2]([OH:1])=[C:3]([O:11][CH3:12])[CH:4]=2)\[CH3:9])=[CH:24][CH:25]=1)([O-:16])=[O:15]. The yield is 0.550. (2) The reactants are [Br:1][C:2]1[CH:7]=[C:6]([CH3:8])[CH:5]=[CH:4][N:3]=1.C[Si]([N-][Si](C)(C)C)(C)C.[Na+].C[O:20][C:21](=O)[C:22]1[CH:27]=[CH:26][CH:25]=[C:24]([CH3:28])[N:23]=1.C(OCC)C. The catalyst is C1COCC1. The product is [Br:1][C:2]1[CH:7]=[C:6]([CH2:8][C:21]([C:22]2[CH:27]=[CH:26][CH:25]=[C:24]([CH3:28])[N:23]=2)=[O:20])[CH:5]=[CH:4][N:3]=1. The yield is 0.700. (3) The reactants are [F:1][CH:2]([F:37])[C:3]1[N:7]([C:8]2[N:13]=[C:12]([N:14]3[CH2:19][CH2:18][O:17][CH2:16][CH2:15]3)[N:11]=[C:10]([N:20]3[CH2:25][CH2:24][N:23]([S:26]([CH:29]=[CH2:30])(=[O:28])=[O:27])[CH2:22][CH2:21]3)[N:9]=2)[C:6]2[CH:31]=[CH:32][CH:33]=[C:34]([O:35][CH3:36])[C:5]=2[N:4]=1.[CH3:38][S:39]([N:42]1[CH2:47][CH2:46][NH:45][CH2:44][CH2:43]1)(=[O:41])=[O:40].C(Cl)Cl.CCOC(C)=O. The catalyst is C1COCC1. The product is [F:37][CH:2]([F:1])[C:3]1[N:7]([C:8]2[N:9]=[C:10]([N:20]3[CH2:21][CH2:22][N:23]([S:26]([CH2:29][CH2:30][N:45]4[CH2:46][CH2:47][N:42]([S:39]([CH3:38])(=[O:41])=[O:40])[CH2:43][CH2:44]4)(=[O:28])=[O:27])[CH2:24][CH2:25]3)[N:11]=[C:12]([N:14]3[CH2:15][CH2:16][O:17][CH2:18][CH2:19]3)[N:13]=2)[C:6]2[CH:31]=[CH:32][CH:33]=[C:34]([O:35][CH3:36])[C:5]=2[N:4]=1. The yield is 0.840. (4) The reactants are C(OC(=O)[NH:7][CH2:8][C:9](=[O:16])[C:10]1[CH:11]=[N:12][CH:13]=[CH:14][CH:15]=1)(C)(C)C.[ClH:18]. The yield is 1.00. The catalyst is CO.CC(O)C. The product is [ClH:18].[ClH:18].[NH2:7][CH2:8][C:9]([C:10]1[CH:11]=[N:12][CH:13]=[CH:14][CH:15]=1)=[O:16]. (5) The reactants are [CH2:1]([O:8][CH2:9][C@H:10]([CH:34]([CH3:36])[CH3:35])[CH2:11][C@H:12]([NH:26][C:27](=[O:33])[O:28][C:29]([CH3:32])([CH3:31])[CH3:30])[C@@H:13]([OH:25])[CH2:14][NH:15][C:16](=[O:24])[C:17]([CH3:23])([CH3:22])[CH2:18][CH2:19][CH2:20][CH3:21])[C:2]1[CH:7]=[CH:6][CH:5]=[CH:4][CH:3]=1.CO[C:39](OC)([CH3:41])[CH3:40]. The catalyst is CC(C)=O. The product is [CH2:1]([O:8][CH2:9][C@H:10]([CH:34]([CH3:35])[CH3:36])[CH2:11][C@H:12]1[C@@H:13]([CH2:14][NH:15][C:16](=[O:24])[C:17]([CH3:22])([CH3:23])[CH2:18][CH2:19][CH2:20][CH3:21])[O:25][C:39]([CH3:41])([CH3:40])[N:26]1[C:27]([O:28][C:29]([CH3:32])([CH3:31])[CH3:30])=[O:33])[C:2]1[CH:7]=[CH:6][CH:5]=[CH:4][CH:3]=1. The yield is 0.730. (6) The reactants are [OH:1][C:2]1[CH:7]=[CH:6][C:5]([C:8]2[C:9]([CH2:21][NH:22][C:23]3[CH:28]=[CH:27][CH:26]=[CH:25][C:24]=3[O:29][CH3:30])=[C:10]3[C:15](=[CH:16][CH:17]=2)[NH:14][C:13]([CH3:19])([CH3:18])[CH:12]=[C:11]3[CH3:20])=[C:4]([O:31][CH3:32])[CH:3]=1.C(N(CC)CC)C.[C:40](Cl)(=[O:47])[C:41]1[CH:46]=[CH:45][CH:44]=[CH:43][CH:42]=1. The catalyst is C(Cl)Cl. The product is [C:40]([O:1][C:2]1[CH:7]=[CH:6][C:5]([C:8]2[C:9]([CH2:21][NH:22][C:23]3[CH:28]=[CH:27][CH:26]=[CH:25][C:24]=3[O:29][CH3:30])=[C:10]3[C:15](=[CH:16][CH:17]=2)[NH:14][C:13]([CH3:19])([CH3:18])[CH:12]=[C:11]3[CH3:20])=[C:4]([O:31][CH3:32])[CH:3]=1)(=[O:47])[C:41]1[CH:46]=[CH:45][CH:44]=[CH:43][CH:42]=1. The yield is 0.650.